This data is from Catalyst prediction with 721,799 reactions and 888 catalyst types from USPTO. The task is: Predict which catalyst facilitates the given reaction. (1) Reactant: [C:1]1([C:7]2[CH:11]=[C:10]([NH2:12])[NH:9][N:8]=2)[CH:6]=[CH:5][CH:4]=[CH:3][CH:2]=1.C(O[CH:16](OCC)[CH:17]([CH3:25])[CH:18](OCC)OCC)C. Product: [CH3:25][C:17]1[CH:16]=[N:12][C:10]2[N:9]([N:8]=[C:7]([C:1]3[CH:2]=[CH:3][CH:4]=[CH:5][CH:6]=3)[CH:11]=2)[CH:18]=1. The catalyst class is: 52. (2) Reactant: [CH:1]1([CH:4]([C:11]2[CH:16]=[C:15]([O:17][CH2:18][C:19]3[CH:20]=[N:21][C:22]([C:26]4[CH:31]=[C:30]([O:32][CH3:33])[CH:29]=[CH:28][C:27]=4[F:34])=[C:23]([OH:25])[CH:24]=3)[N:14]=[CH:13][N:12]=2)[CH2:5][C:6]([O:8][CH2:9][CH3:10])=[O:7])[CH2:3][CH2:2]1.[F:35][C:36]([F:41])([F:40])[CH2:37][CH2:38]O.C(C=P(CCCC)(CCCC)CCCC)#N.O. Product: [CH:1]1([CH:4]([C:11]2[CH:16]=[C:15]([O:17][CH2:18][C:19]3[CH:20]=[N:21][C:22]([C:26]4[CH:31]=[C:30]([O:32][CH3:33])[CH:29]=[CH:28][C:27]=4[F:34])=[C:23]([O:25][CH2:38][CH2:37][C:36]([F:41])([F:40])[F:35])[CH:24]=3)[N:14]=[CH:13][N:12]=2)[CH2:5][C:6]([O:8][CH2:9][CH3:10])=[O:7])[CH2:3][CH2:2]1. The catalyst class is: 11.